From a dataset of Full USPTO retrosynthesis dataset with 1.9M reactions from patents (1976-2016). Predict the reactants needed to synthesize the given product. (1) Given the product [Cl:2][C:3]1[CH:21]=[CH:20][C:6]([C:7]([C:8]2[N:9]3[C:18]4[C:13]([CH:12]=[CH:11][C:10]3=[C:37]([C:36]#[N:39])[CH:38]=2)=[CH:14][CH:15]=[CH:16][CH:17]=4)=[O:19])=[CH:5][CH:4]=1, predict the reactants needed to synthesize it. The reactants are: [Br-].[Cl:2][C:3]1[CH:21]=[CH:20][C:6]([C:7](=[O:19])[CH2:8][N+:9]2[C:18]3[C:13](=[CH:14][CH:15]=[CH:16][CH:17]=3)[CH:12]=[CH:11][CH:10]=2)=[CH:5][CH:4]=1.[Cr](O[Cr]([O-])(=O)=O)([O-])(=O)=O.C(=O)(O)[O-].[Na+].[C:36](#[N:39])[CH:37]=[CH2:38]. (2) Given the product [NH2:21][C:18]1[CH:19]=[CH:20][C:11]([O:10][CH:9]([C:3]2[CH:4]=[CH:5][C:6]([Cl:8])=[CH:7][C:2]=2[Cl:1])[C:24]2[CH:25]=[CH:26][CH:27]=[CH:28][CH:29]=2)=[C:12]([CH:17]=1)[C:13]([O:15][CH3:16])=[O:14], predict the reactants needed to synthesize it. The reactants are: [Cl:1][C:2]1[CH:7]=[C:6]([Cl:8])[CH:5]=[CH:4][C:3]=1[CH:9]([C:24]1[CH:29]=[CH:28][CH:27]=[CH:26][CH:25]=1)[O:10][C:11]1[CH:20]=[CH:19][C:18]([N+:21]([O-])=O)=[CH:17][C:12]=1[C:13]([O:15][CH3:16])=[O:14].[Cl-].[Ca+2].[Cl-]. (3) Given the product [CH:25]1[C:24]2[C:29](=[CH:30][C:31]3[C:36]([C:23]=2[CH2:10][CH2:9][CH2:8][CH2:7][CH2:6][CH2:5][OH:4])=[CH:35][CH:34]=[CH:33][CH:32]=3)[CH:28]=[CH:27][CH:26]=1, predict the reactants needed to synthesize it. The reactants are: C([O:4][CH2:5][CH2:6][CH2:7][CH2:8][CH:9]=[CH2:10])(=O)C.C12BC(CCC1)CCC2.[OH-].[Na+].Br[C:23]1[C:24]2[C:29]([CH:30]=[C:31]3[C:36]=1[CH:35]=[CH:34][CH:33]=[CH:32]3)=[CH:28][CH:27]=[CH:26][CH:25]=2.